From a dataset of Reaction yield outcomes from USPTO patents with 853,638 reactions. Predict the reaction yield, written as a fraction of the theoretical maximum amount of product (1.0 means a 100% yield; for example, 0.34 means a 34% yield). (1) The reactants are [CH3:1][N:2]1[CH:6]=[C:5]([C:7]2[CH:12]=[CH:11][CH:10]=[CH:9][CH:8]=2)[N:4]=[CH:3]1.[CH2:13]([Br:20])[C:14]1[CH:19]=[CH:18][CH:17]=[CH:16][CH:15]=1. The catalyst is C1(C)C=CC=CC=1. The product is [Br-:20].[CH2:13]([N:4]1[C:5]([C:7]2[CH:8]=[CH:9][CH:10]=[CH:11][CH:12]=2)=[CH:6][N+:2]([CH3:1])=[CH:3]1)[C:14]1[CH:19]=[CH:18][CH:17]=[CH:16][CH:15]=1. The yield is 0.900. (2) The reactants are COC[O:4][CH2:5][C@@H:6]1[CH2:10][N:9]([C:11]2[CH:12]=[CH:13][C:14]3[O:19][CH2:18][C:17](=[O:20])[NH:16][C:15]=3[CH:21]=2)[C:8](=[O:22])[CH2:7]1.O1CCCC1.Cl.ClCCl. The catalyst is CO. The product is [OH:4][CH2:5][C@@H:6]1[CH2:10][N:9]([C:11]2[CH:12]=[CH:13][C:14]3[O:19][CH2:18][C:17](=[O:20])[NH:16][C:15]=3[CH:21]=2)[C:8](=[O:22])[CH2:7]1. The yield is 0.900. (3) The reactants are [NH2:1][C:2]1[CH:7]=[C:6]([C:8]([F:11])([F:10])[F:9])[CH:5]=[CH:4][C:3]=1[NH:12][C:13]1[CH:21]=[C:20]([Cl:22])[CH:19]=[CH:18][C:14]=1[C:15](O)=[O:16].S(O)(C1C=CC(C)=CC=1)(=O)=O.O. The catalyst is C1(C)C=CC=CC=1. The product is [Cl:22][C:20]1[CH:19]=[CH:18][C:14]2[C:15](=[O:16])[NH:1][C:2]3[CH:7]=[C:6]([C:8]([F:11])([F:10])[F:9])[CH:5]=[CH:4][C:3]=3[NH:12][C:13]=2[CH:21]=1. The yield is 0.810. (4) The yield is 0.570. The reactants are Br[C:2]1[CH:7]=[CH:6][C:5]2[C:8]3[CH2:9][N:10]([C:15]([O:17][C:18]([CH3:21])([CH3:20])[CH3:19])=[O:16])[CH2:11][CH2:12][C:13]=3[O:14][C:4]=2[CH:3]=1.[F:22][C:23]([F:38])([F:37])[C:24]1[N:29]=[CH:28][C:27]([C:30]2[CH:35]=[CH:34][NH:33][C:32](=[O:36])[CH:31]=2)=[CH:26][CH:25]=1.C([O-])([O-])=O.[Cs+].[Cs+].CN[C@H]1CCCC[C@@H]1NC. The catalyst is C1(C)C=CC=CC=1.[Cl-].[Na+].O.[NH4+].[OH-].[Cu](I)I.C(Cl)Cl. The product is [O:36]=[C:32]1[CH:31]=[C:30]([C:27]2[CH:28]=[N:29][C:24]([C:23]([F:38])([F:22])[F:37])=[CH:25][CH:26]=2)[CH:35]=[CH:34][N:33]1[C:2]1[CH:7]=[CH:6][C:5]2[C:8]3[CH2:9][N:10]([C:15]([O:17][C:18]([CH3:21])([CH3:20])[CH3:19])=[O:16])[CH2:11][CH2:12][C:13]=3[O:14][C:4]=2[CH:3]=1. (5) The reactants are [OH-].[Na+].[NH2:3][C:4]1[C:5]([O:19][CH3:20])=[C:6]([NH:14][S:15]([CH3:18])(=[O:17])=[O:16])[CH:7]=[C:8]([C:10]([CH3:13])([CH3:12])[CH3:11])[CH:9]=1.Cl[C:22]([O:24][CH2:25][C:26]([Cl:29])([Cl:28])[Cl:27])=[O:23]. No catalyst specified. The product is [Cl:27][C:26]([Cl:29])([Cl:28])[CH2:25][O:24][C:22](=[O:23])[NH:3][C:4]1[CH:9]=[C:8]([C:10]([CH3:12])([CH3:13])[CH3:11])[CH:7]=[C:6]([NH:14][S:15]([CH3:18])(=[O:17])=[O:16])[C:5]=1[O:19][CH3:20]. The yield is 0.750. (6) The reactants are ClC1C=[C:4]([CH:41]=[CH:42][C:43]=1F)[C:5]1[C:10]([C:11]2[CH:20]=[CH:19][C:18]3[C:13](=[CH:14][CH:15]=[C:16]([C:21]4[N:25]([CH:26]5[CH2:31][CH2:30][CH2:29][CH2:28][CH2:27]5)[C:24]5[CH:32]=[CH:33][C:34]([C:36]([OH:38])=[O:37])=[CH:35][C:23]=5[N:22]=4)[CH:17]=3)[N:12]=2)=[CH:9][C:8]([O:39][CH3:40])=[CH:7][CH:6]=1.COC(C1C=CC2N(C3CCCCC3)C(C3C=C4C(=CC=3)N=C(C3C=C(OC)C=CC=3Br)C=C4)=NC=2C=1)=O.[S:83]1C=CC=C1B(O)O. No catalyst specified. The product is [CH:26]1([N:25]2[C:24]3[CH:32]=[CH:33][C:34]([C:36]([OH:38])=[O:37])=[CH:35][C:23]=3[N:22]=[C:21]2[C:16]2[CH:17]=[C:18]3[C:13](=[CH:14][CH:15]=2)[N:12]=[C:11]([C:10]2[CH:9]=[C:8]([O:39][CH3:40])[CH:7]=[CH:6][C:5]=2[C:4]2[S:83][CH:43]=[CH:42][CH:41]=2)[CH:20]=[CH:19]3)[CH2:31][CH2:30][CH2:29][CH2:28][CH2:27]1. The yield is 0.270. (7) The reactants are [Cl:1][C:2]1[CH:27]=[CH:26][C:5]([CH2:6][NH:7][C:8]2[N:13]=[C:12](Cl)[C:11]([CH:15]([C:17]3[C:25]4[C:20](=[N:21][CH:22]=[CH:23][CH:24]=4)[NH:19][CH:18]=3)O)=[CH:10][CH:9]=2)=[CH:4][CH:3]=1.C([SiH](CC)CC)C.FC(F)(F)C(O)=[O:38]. The catalyst is C(#N)C. The product is [NH:19]1[C:20]2=[N:21][CH:22]=[CH:23][CH:24]=[C:25]2[C:17]([CH2:15][C:11]2[C:12]([OH:38])=[N:13][C:8]([NH:7][CH2:6][C:5]3[CH:26]=[CH:27][C:2]([Cl:1])=[CH:3][CH:4]=3)=[CH:9][CH:10]=2)=[CH:18]1. The yield is 0.780. (8) The reactants are [CH3:1][O:2][CH2:3][O:4][C:5]1[CH:6]=[CH:7][C:8]([OH:11])=[N:9][CH:10]=1.C([O-])([O-])=O.[K+].[K+].Br[CH2:19][CH2:20][O:21][CH3:22]. The catalyst is CN(C=O)C. The product is [CH3:22][O:21][CH2:20][CH2:19][O:11][C:8]1[CH:7]=[CH:6][C:5]([O:4][CH2:3][O:2][CH3:1])=[CH:10][N:9]=1. The yield is 0.270. (9) The reactants are [C:1]([O:5][C:6]([N:8]1[CH2:13][CH2:12][N:11]([C:14]2[N:19]=[C:18]([C:20]3[CH:25]=[CH:24][N:23]=[C:22]([NH:26][CH:27]4[CH2:32][CH2:31][CH2:30][CH2:29][CH2:28]4)[CH:21]=3)[CH:17]=[C:16]([CH2:33]O)[CH:15]=2)[CH2:10][CH2:9]1)=[O:7])([CH3:4])([CH3:3])[CH3:2].C1C=CC(P(C2C=CC=CC=2)C2C=CC=CC=2)=CC=1.C(Br)(Br)(Br)[Br:55]. The catalyst is C1COCC1. The product is [C:1]([O:5][C:6]([N:8]1[CH2:13][CH2:12][N:11]([C:14]2[N:19]=[C:18]([C:20]3[CH:25]=[CH:24][N:23]=[C:22]([NH:26][CH:27]4[CH2:32][CH2:31][CH2:30][CH2:29][CH2:28]4)[CH:21]=3)[CH:17]=[C:16]([CH2:33][Br:55])[CH:15]=2)[CH2:10][CH2:9]1)=[O:7])([CH3:4])([CH3:3])[CH3:2]. The yield is 0.560.